Dataset: Full USPTO retrosynthesis dataset with 1.9M reactions from patents (1976-2016). Task: Predict the reactants needed to synthesize the given product. (1) Given the product [CH3:1][C:2]1[CH:7]=[C:6]([C:29]2[CH:34]=[CH:33][CH:32]=[C:31]([CH3:35])[N:30]=2)[CH:5]=[CH:4][C:3]=1[CH2:17][C:18]([O:20][CH3:21])=[O:19], predict the reactants needed to synthesize it. The reactants are: [CH3:1][C:2]1[CH:7]=[C:6](B2OC(C)(C)C(C)(C)O2)[CH:5]=[CH:4][C:3]=1[CH2:17][C:18]([O:20][CH3:21])=[O:19].C([O-])([O-])=O.[Na+].[Na+].Br[C:29]1[CH:34]=[CH:33][CH:32]=[C:31]([CH3:35])[N:30]=1. (2) Given the product [C:41]([O:23][CH2:22][CH2:21][CH2:20][C:17]1[CH:18]=[CH:19][C:14]([C:11]2[CH:10]=[CH:9][C:8]([N:7]([C:24]3[CH:25]=[CH:26][C:27]([CH3:30])=[CH:28][CH:29]=3)[C:4]3[CH:3]=[CH:2][C:1]([CH3:31])=[CH:6][CH:5]=3)=[CH:13][CH:12]=2)=[CH:15][CH:16]=1)(=[O:42])[CH:40]=[CH2:39], predict the reactants needed to synthesize it. The reactants are: [C:1]1([CH3:31])[CH:6]=[CH:5][C:4]([N:7]([C:24]2[CH:29]=[CH:28][C:27]([CH3:30])=[CH:26][CH:25]=2)[C:8]2[CH:13]=[CH:12][C:11]([C:14]3[CH:19]=[CH:18][C:17]([CH2:20][CH2:21][CH2:22][OH:23])=[CH:16][CH:15]=3)=[CH:10][CH:9]=2)=[CH:3][CH:2]=1.CN(C)C(=O)C.Cl[CH2:39][CH2:40][C:41](Cl)=[O:42].Cl. (3) Given the product [Cl:1][C:2]1[N:7]([CH2:17][C:18]([CH3:21])([CH3:20])[CH3:19])[C:6](=[O:8])[N:5]([CH3:9])[C:4](=[O:10])[CH:3]=1, predict the reactants needed to synthesize it. The reactants are: [Cl:1][C:2]1[NH:7][C:6](=[O:8])[N:5]([CH3:9])[C:4](=[O:10])[CH:3]=1.C(=O)([O-])[O-].[K+].[K+].[CH2:17](I)[C:18]([CH3:21])([CH3:20])[CH3:19].O. (4) Given the product [CH3:13][O:12][C:9]1[CH:10]=[C:11]2[C:6](=[CH:7][C:8]=1[O:14][CH3:15])[N:5]=[CH:4][CH:3]=[C:2]2[O:19][C:18]1[CH:20]=[CH:21][CH:22]=[CH:23][C:17]=1[C:16]([O:25][CH:26]([CH3:28])[CH3:27])=[O:24], predict the reactants needed to synthesize it. The reactants are: Cl[C:2]1[C:11]2[C:6](=[CH:7][C:8]([O:14][CH3:15])=[C:9]([O:12][CH3:13])[CH:10]=2)[N:5]=[CH:4][CH:3]=1.[C:16]([O:25][CH:26]([CH3:28])[CH3:27])(=[O:24])[C:17]1[C:18](=[CH:20][CH:21]=[CH:22][CH:23]=1)[OH:19]. (5) Given the product [C:11]([C:2]1[S:3][C:4]([C:7]([O:9][CH3:10])=[O:8])=[CH:5][N:6]=1)#[CH:12], predict the reactants needed to synthesize it. The reactants are: Br[C:2]1[S:3][C:4]([C:7]([O:9][CH3:10])=[O:8])=[CH:5][N:6]=1.[CH3:11][CH2:12]N(CC)CC.C[Si](C#C)(C)C.CO.C([O-])([O-])=O.[K+].[K+].